From a dataset of Forward reaction prediction with 1.9M reactions from USPTO patents (1976-2016). Predict the product of the given reaction. (1) Given the reactants N(OC(C)(C)C)=O.N[C:9]1[S:10][C:11]([C:26]([O:28][CH2:29][CH3:30])=[O:27])=[C:12]([O:14][CH2:15][C:16]2[CH:21]=[CH:20][CH:19]=[CH:18][C:17]=2[C:22]([F:25])([F:24])[F:23])[N:13]=1.[ClH:31], predict the reaction product. The product is: [Cl:31][C:9]1[S:10][C:11]([C:26]([O:28][CH2:29][CH3:30])=[O:27])=[C:12]([O:14][CH2:15][C:16]2[CH:21]=[CH:20][CH:19]=[CH:18][C:17]=2[C:22]([F:25])([F:24])[F:23])[N:13]=1. (2) The product is: [CH3:1][C:2]1[CH:7]=[C:6]([CH3:8])[NH:5][C:4](=[O:9])[C:3]=1[CH2:10][NH:11][C:12](=[O:37])[C:13]1[CH:18]=[C:17]([C:19]2[CH:20]=[N:21][C:22]([CH2:25][N:38]3[CH2:43][CH2:42][O:41][CH2:40][CH2:39]3)=[CH:23][CH:24]=2)[CH:16]=[C:15]([N:27]([CH2:34][CH3:35])[CH:28]2[CH2:29][CH2:30][O:31][CH2:32][CH2:33]2)[C:14]=1[CH3:36]. Given the reactants [CH3:1][C:2]1[CH:7]=[C:6]([CH3:8])[NH:5][C:4](=[O:9])[C:3]=1[CH2:10][NH:11][C:12](=[O:37])[C:13]1[CH:18]=[C:17]([C:19]2[CH:20]=[N:21][C:22]([CH:25]=O)=[CH:23][CH:24]=2)[CH:16]=[C:15]([N:27]([CH2:34][CH3:35])[CH:28]2[CH2:33][CH2:32][O:31][CH2:30][CH2:29]2)[C:14]=1[CH3:36].[NH:38]1[CH2:43][CH2:42][O:41][CH2:40][CH2:39]1.C(O)(=O)C.[BH3-]C#N.[Na+].C(=O)(O)[O-].[Na+], predict the reaction product.